This data is from Forward reaction prediction with 1.9M reactions from USPTO patents (1976-2016). The task is: Predict the product of the given reaction. (1) Given the reactants [NH2:1][C:2]1[CH:10]=[CH:9][C:5]([C:6]([OH:8])=[O:7])=[CH:4][C:3]=1[N+:11]([O-:13])=[O:12].S(Cl)(Cl)=O.[CH3:18]O, predict the reaction product. The product is: [CH3:18][O:7][C:6](=[O:8])[C:5]1[CH:9]=[CH:10][C:2]([NH2:1])=[C:3]([N+:11]([O-:13])=[O:12])[CH:4]=1. (2) The product is: [NH2:12][C:10]1[C:9]([N+:19]([O-:21])=[O:20])=[CH:8][C:7]([O:22][CH3:23])=[C:6]([OH:5])[CH:11]=1. Given the reactants CC(C)(C)C([O:5][C:6]1[CH:11]=[C:10]([NH:12]C(=O)C(F)(F)F)[C:9]([N+:19]([O-:21])=[O:20])=[CH:8][C:7]=1[O:22][CH3:23])=O.O.C(=O)([O-])[O-].[K+].[K+], predict the reaction product. (3) Given the reactants [CH3:1][O:2][C:3](=[O:28])[C:4]1[CH:9]=[C:8](I)[CH:7]=[C:6]([C:11](=[O:27])[C:12]2[CH:17]=[CH:16][C:15]([N:18]([C:20]3[CH:25]=[CH:24][C:23]([Cl:26])=[CH:22][CH:21]=3)[CH3:19])=[CH:14][N:13]=2)[CH:5]=1.[NH2:29][C:30]1[CH:35]=[CH:34][CH:33]=[CH:32][CH:31]=1.C1CCN2C(=NCCC2)CC1.C1C[O:50][CH2:49]C1, predict the reaction product. The product is: [CH3:1][O:2][C:3](=[O:28])[C:4]1[CH:9]=[C:8]([C:49](=[O:50])[NH:29][C:30]2[CH:35]=[CH:34][CH:33]=[CH:32][CH:31]=2)[CH:7]=[C:6]([C:11](=[O:27])[C:12]2[CH:17]=[CH:16][C:15]([N:18]([C:20]3[CH:25]=[CH:24][C:23]([Cl:26])=[CH:22][CH:21]=3)[CH3:19])=[CH:14][N:13]=2)[CH:5]=1. (4) The product is: [Br:1][C:2]1[CH:10]=[C:9]2[C:5]([C:6]([F:13])([F:12])[C:7](=[O:11])[N:8]2[CH2:25][O:26][CH2:27][CH2:28][Si:29]([CH3:32])([CH3:31])[CH3:30])=[CH:4][CH:3]=1. Given the reactants [Br:1][C:2]1[CH:10]=[C:9]2[C:5]([C:6]([F:13])([F:12])[C:7](=[O:11])[NH:8]2)=[CH:4][CH:3]=1.C[Si]([N-][Si](C)(C)C)(C)C.[Na+].Cl[CH2:25][O:26][CH2:27][CH2:28][Si:29]([CH3:32])([CH3:31])[CH3:30], predict the reaction product. (5) Given the reactants [N+]([O-])([O-])=O.[Ce+4].[NH4+].[N+]([O-])([O-])=O.[N+]([O-])([O-])=O.[N+]([O-])([O-])=O.[N+]([O-])([O-])=O.COC1C=CC(C[N:32]2[CH2:38][CH2:37][CH2:36][C:35]3[N:39]=[C:40]([CH2:42][O:43][C:44]4[CH:49]=[CH:48][CH:47]=[CH:46][CH:45]=4)[S:41][C:34]=3[C:33]2=[O:50])=CC=1, predict the reaction product. The product is: [O:43]([CH2:42][C:40]1[S:41][C:34]2[C:33](=[O:50])[NH:32][CH2:38][CH2:37][CH2:36][C:35]=2[N:39]=1)[C:44]1[CH:49]=[CH:48][CH:47]=[CH:46][CH:45]=1. (6) Given the reactants [N:1]1[CH:6]=[CH:5][CH:4]=[C:3]([NH:7][C:8](=[O:15])OCC(Cl)(Cl)Cl)[N:2]=1.[F:16][C:17]1[C:22]([F:23])=[CH:21][CH:20]=[CH:19][C:18]=1[C:24]1[N:29]=[C:28]([N:30]2[CH2:35][CH2:34][NH:33][CH2:32][CH2:31]2)[CH:27]=[CH:26][N:25]=1, predict the reaction product. The product is: [F:16][C:17]1[C:22]([F:23])=[CH:21][CH:20]=[CH:19][C:18]=1[C:24]1[N:29]=[C:28]([N:30]2[CH2:35][CH2:34][N:33]([C:8]([NH:7][C:3]3[N:2]=[N:1][CH:6]=[CH:5][CH:4]=3)=[O:15])[CH2:32][CH2:31]2)[CH:27]=[CH:26][N:25]=1. (7) Given the reactants Br[C:2]1[C:3]2[CH:10]=[C:9]([CH2:11][O:12][C:13]3[CH:18]=[CH:17][C:16]([C:19]4([CH2:24][C:25]([O:27][CH2:28][CH3:29])=[O:26])[CH2:22][C:21](=[O:23])[CH2:20]4)=[CH:15][CH:14]=3)[CH:8]=[CH:7][C:4]=2[S:5][CH:6]=1.[CH2:30]([O:32][CH2:33][CH2:34][O:35][C:36]1[CH:41]=[CH:40][C:39](B2OC(C)(C)C(C)(C)O2)=[C:38]([CH3:51])[CH:37]=1)[CH3:31].C(Cl)Cl, predict the reaction product. The product is: [CH2:30]([O:32][CH2:33][CH2:34][O:35][C:36]1[CH:41]=[CH:40][C:39]([C:2]2[C:3]3[CH:10]=[C:9]([CH2:11][O:12][C:13]4[CH:14]=[CH:15][C:16]([C:19]5([CH2:24][C:25]([O:27][CH2:28][CH3:29])=[O:26])[CH2:22][C:21](=[O:23])[CH2:20]5)=[CH:17][CH:18]=4)[CH:8]=[CH:7][C:4]=3[S:5][CH:6]=2)=[C:38]([CH3:51])[CH:37]=1)[CH3:31]. (8) Given the reactants [F:1][C:2]([F:16])([F:15])[C:3]1[CH:8]=[CH:7][C:6]([C@:9]23[CH2:14][C@H:13]2[CH2:12][NH:11][CH2:10]3)=[CH:5][CH:4]=1.[Cl:17][CH2:18][CH2:19][CH2:20][N:21]1[CH:26]=[C:25]([CH:27]2[CH2:29][CH2:28]2)[C:24](=[O:30])[NH:23][C:22]1=[O:31].O, predict the reaction product. The product is: [ClH:17].[CH:27]1([C:25]2[C:24](=[O:30])[NH:23][C:22](=[O:31])[N:21]([CH2:20][CH2:19][CH2:18][N:11]3[CH2:12][C@H:13]4[C@:9]([C:6]5[CH:5]=[CH:4][C:3]([C:2]([F:1])([F:15])[F:16])=[CH:8][CH:7]=5)([CH2:14]4)[CH2:10]3)[CH:26]=2)[CH2:28][CH2:29]1. (9) Given the reactants [CH3:1][O:2][N:3]1[CH2:8][CH2:7][C:6]([NH:12][CH3:13])([C:9]([OH:11])=[O:10])[CH2:5][CH2:4]1.S(Cl)(Cl)=O.[CH3:18]O, predict the reaction product. The product is: [CH3:18][O:10][C:9]([C:6]1([NH:12][CH3:13])[CH2:7][CH2:8][N:3]([O:2][CH3:1])[CH2:4][CH2:5]1)=[O:11]. (10) The product is: [CH3:16][C:14]1[C:13]([C:2]2[CH:3]=[N:4][O:5][C:6]=2[CH3:7])=[CH:12][CH:11]=[C:10]([O:9][CH3:8])[N:15]=1. Given the reactants I[C:2]1[CH:3]=[N:4][O:5][C:6]=1[CH3:7].[CH3:8][O:9][C:10]1[N:15]=[C:14]([CH3:16])[C:13](B(O)O)=[CH:12][CH:11]=1.C(=O)(O)[O-].[Na+].O, predict the reaction product.